From a dataset of Reaction yield outcomes from USPTO patents with 853,638 reactions. Predict the reaction yield, written as a fraction of the theoretical maximum amount of product (1.0 means a 100% yield; for example, 0.34 means a 34% yield). (1) The product is [F:1][CH:2]1[CH:8]([OH:9])[CH2:7][CH2:6][N:5]([C:10]([O:12][C:13]([CH3:16])([CH3:15])[CH3:14])=[O:11])[CH2:4][CH2:3]1. The yield is 0.970. The catalyst is CO. The reactants are [F:1][CH:2]1[C:8](=[O:9])[CH2:7][CH2:6][N:5]([C:10]([O:12][C:13]([CH3:16])([CH3:15])[CH3:14])=[O:11])[CH2:4][CH2:3]1.[BH4-].[Na+]. (2) The reactants are [F:1][C:2]1([F:41])[O:6][C:5]2[CH:7]=[CH:8][C:9]([C:11]3([C:14]([NH:16][C@H:17]4[C:26]5[C:21](=[CH:22][C:23]([C:27]([F:30])([F:29])[F:28])=[CH:24][CH:25]=5)[O:20][C@@H:19]([C:31]5[CH:32]=[C:33]([CH:38]=[CH:39][CH:40]=5)[C:34]([O:36]C)=[O:35])[CH2:18]4)=[O:15])[CH2:13][CH2:12]3)=[CH:10][C:4]=2[O:3]1.[OH-].[Na+]. The catalyst is CO. The product is [F:41][C:2]1([F:1])[O:6][C:5]2[CH:7]=[CH:8][C:9]([C:11]3([C:14]([NH:16][C@H:17]4[C:26]5[C:21](=[CH:22][C:23]([C:27]([F:29])([F:30])[F:28])=[CH:24][CH:25]=5)[O:20][C@@H:19]([C:31]5[CH:32]=[C:33]([CH:38]=[CH:39][CH:40]=5)[C:34]([OH:36])=[O:35])[CH2:18]4)=[O:15])[CH2:12][CH2:13]3)=[CH:10][C:4]=2[O:3]1. The yield is 0.850. (3) The catalyst is [Ti](Cl)(Cl)(Cl)Cl.O.C(OCC)(=O)C.O1CCCC1. The yield is 0.840. The product is [Cl:1][C:2]1[O:3][C:4]([CH2:7][C:8]2[CH:13]=[CH:12][C:11]([CH2:14][C:15]([Cl:25])=[N:16][OH:18])=[CH:10][CH:9]=2)=[CH:5][CH:6]=1. The reactants are [Cl:1][C:2]1[O:3][C:4]([CH2:7][C:8]2[CH:13]=[CH:12][C:11]([CH2:14][CH2:15][N+:16]([O-:18])=O)=[CH:10][CH:9]=2)=[CH:5][CH:6]=1.CO.C[O-].[Li+].C(Cl)[Cl:25].